Dataset: Full USPTO retrosynthesis dataset with 1.9M reactions from patents (1976-2016). Task: Predict the reactants needed to synthesize the given product. (1) Given the product [CH3:48][C:47]1([CH3:34])[O:50][CH:30]2[CH:29]([CH:28]([CH2:54][OH:55])[O:33][CH:31]2[N:27]2[C:9]3[N:43]=[CH:44][N:46]=[C:3]([NH2:2])[C:4]=3[N:19]=[CH:20]2)[O:49]1.[C:1]1(=[O:10])[C:9]2[C:4](=[CH:5][CH:6]=[CH:7][CH:8]=2)[CH2:3][NH:2]1, predict the reactants needed to synthesize it. The reactants are: [C:1]1(=[O:10])[C:9]2[C:4](=[CH:5][CH:6]=[CH:7][CH:8]=2)[CH2:3][NH:2]1.C1CCC(N=C=[N:19][CH:20]2CCCCC2)CC1.O[N:27]1[C:31](=O)[CH2:30][CH2:29][C:28]1=[O:33].[CH:34](N(C(C)C)CC)(C)C.[NH2:43][C:44]([NH2:46])=O.[C:47]([OH:50])(=[O:49])[CH3:48].CN([CH:54]=[O:55])C. (2) Given the product [F:17][C:18]1[CH:23]=[CH:22][C:21]([CH:24]([C:28]2[CH:33]=[CH:32][N:31]=[CH:30][CH:29]=2)[CH2:25][CH2:26][NH:27][C:12](=[O:14])[C:11]2[CH:15]=[CH:16][C:8]([CH2:7][CH2:6][N:1]3[CH2:2][CH2:3][CH2:4][CH2:5]3)=[N:9][CH:10]=2)=[CH:20][CH:19]=1, predict the reactants needed to synthesize it. The reactants are: [N:1]1([CH2:6][CH2:7][C:8]2[CH:16]=[CH:15][C:11]([C:12]([OH:14])=O)=[CH:10][N:9]=2)[CH2:5][CH2:4][CH2:3][CH2:2]1.[F:17][C:18]1[CH:23]=[CH:22][C:21]([CH:24]([C:28]2[CH:33]=[CH:32][N:31]=[CH:30][CH:29]=2)[CH2:25][CH2:26][NH2:27])=[CH:20][CH:19]=1. (3) The reactants are: [OH:1][C:2]1[CH:7]=[CH:6][C:5]([CH2:8][C:9](=[O:11])[CH3:10])=[CH:4][CH:3]=1.[Br:12][CH2:13][CH2:14][CH2:15]Br.C(=O)([O-])[O-].[K+].[K+].[I-].[K+]. Given the product [Br:12][CH2:13][CH2:14][CH2:15][O:1][C:2]1[CH:3]=[CH:4][C:5]([CH2:8][C:9]([CH3:10])=[O:11])=[CH:6][CH:7]=1, predict the reactants needed to synthesize it. (4) Given the product [CH3:3][N:2]([CH2:4][C:5]1[CH:10]=[CH:9][C:8]([CH:11]([OH:22])[CH2:12][NH:13][CH3:14])=[CH:7][CH:6]=1)[CH3:1], predict the reactants needed to synthesize it. The reactants are: [CH3:1][N:2]([CH2:4][C:5]1[CH:10]=[CH:9][C:8]([CH:11]([OH:22])[CH2:12][N:13](C)[C:14](=O)OC(C)(C)C)=[CH:7][CH:6]=1)[CH3:3]. (5) Given the product [Cl:22][C:17]1[C:16]2[C:15]3[C:14](=[C:25]([CH3:26])[O:24][N:23]=3)[C:13](=[O:27])[N:12]([CH:8]3[CH2:9][CH2:10][CH2:11][CH:6]([NH:5][C:3]([CH:2]([NH:1][C:42]([CH:39]4[CH2:40][CH2:41][N:36]([CH3:35])[CH2:37][CH2:38]4)=[O:43])[C:28]4[CH:29]=[CH:30][CH:31]=[CH:32][CH:33]=4)=[O:4])[CH2:7]3)[C:21]=2[CH:20]=[CH:19][CH:18]=1, predict the reactants needed to synthesize it. The reactants are: [NH2:1][CH:2]([C:28]1[CH:33]=[CH:32][CH:31]=[CH:30][CH:29]=1)[C:3]([NH:5][CH:6]1[CH2:11][CH2:10][CH2:9][CH:8]([N:12]2[C:21]3[CH:20]=[CH:19][CH:18]=[C:17]([Cl:22])[C:16]=3[C:15]3=[N:23][O:24][C:25]([CH3:26])=[C:14]3[C:13]2=[O:27])[CH2:7]1)=[O:4].Cl.[CH3:35][N:36]1[CH2:41][CH2:40][CH:39]([C:42](O)=[O:43])[CH2:38][CH2:37]1.Cl.CN(C)CCCN=C=NCC.CC1C=C(C)C=C(C)N=1.ON1C2N=CC=CC=2N=N1. (6) The reactants are: [CH:1]1([C:4]2[C:13](/[CH:14]=[CH:15]/[CH:16]=[O:17])=[C:12]([C:18]3[CH:23]=[CH:22][C:21]([F:24])=[CH:20][CH:19]=3)[C:11]3[C:6](=[CH:7][CH:8]=[CH:9][CH:10]=3)[N:5]=2)[CH2:3][CH2:2]1.P([O-])(O)(O)=[O:26].[Na+].OO.Cl([O-])=O.[Na+].O.O.O.O.O.S([O-])([O-])(=O)=S.[Na+].[Na+].Cl. Given the product [CH:1]1([C:4]2[C:13](/[CH:14]=[CH:15]/[C:16]([OH:26])=[O:17])=[C:12]([C:18]3[CH:19]=[CH:20][C:21]([F:24])=[CH:22][CH:23]=3)[C:11]3[C:6](=[CH:7][CH:8]=[CH:9][CH:10]=3)[N:5]=2)[CH2:3][CH2:2]1, predict the reactants needed to synthesize it. (7) Given the product [CH:1]1([NH:7][C:8]2[CH:17]=[C:16]3[C:11]([C:12](=[O:25])[C:13]([CH2:22][OH:23])=[C:14]4[CH2:21][CH2:20][CH2:19][CH2:18][N:15]43)=[CH:10][C:9]=2[F:26])[CH2:2][CH2:3][CH2:4][CH2:5][CH2:6]1, predict the reactants needed to synthesize it. The reactants are: [CH:1]1([NH:7][C:8]2[CH:17]=[C:16]3[C:11]([C:12](=[O:25])[C:13]([C:22](O)=[O:23])=[C:14]4[CH2:21][CH2:20][CH2:19][CH2:18][N:15]43)=[CH:10][C:9]=2[F:26])[CH2:6][CH2:5][CH2:4][CH2:3][CH2:2]1.ClC(OCC(C)C)=O.[BH4-].[Na+].[Cl-].[NH4+]. (8) Given the product [CH3:1][N:2]([CH3:8])[CH2:3][CH2:4][C:5]([O:7][CH2:14][C:15]1[CH:16]=[C:17]([C:42]([O:44][CH2:45][CH2:46][CH2:47][CH2:48][CH2:49][CH2:50][CH2:51][CH2:52]/[CH:53]=[CH:54]\[CH2:55]/[CH:56]=[CH:57]\[CH2:58][CH2:59][CH2:60][CH2:61][CH3:62])=[O:43])[CH:18]=[C:19]([CH:41]=1)[C:20]([O:22][CH2:23][CH2:24][CH2:25][CH2:26][CH2:27][CH2:28][CH2:29][CH2:30]/[CH:31]=[CH:32]\[CH2:33]/[CH:34]=[CH:35]\[CH2:36][CH2:37][CH2:38][CH2:39][CH3:40])=[O:21])=[O:6], predict the reactants needed to synthesize it. The reactants are: [CH3:1][N:2]([CH3:8])[CH2:3][CH2:4][C:5]([OH:7])=[O:6].C(Cl)CCl.O[CH2:14][C:15]1[CH:16]=[C:17]([C:42]([O:44][CH2:45][CH2:46][CH2:47][CH2:48][CH2:49][CH2:50][CH2:51][CH2:52]/[CH:53]=[CH:54]\[CH2:55]/[CH:56]=[CH:57]\[CH2:58][CH2:59][CH2:60][CH2:61][CH3:62])=[O:43])[CH:18]=[C:19]([CH:41]=1)[C:20]([O:22][CH2:23][CH2:24][CH2:25][CH2:26][CH2:27][CH2:28][CH2:29][CH2:30]/[CH:31]=[CH:32]\[CH2:33]/[CH:34]=[CH:35]\[CH2:36][CH2:37][CH2:38][CH2:39][CH3:40])=[O:21]. (9) Given the product [C:9]1([CH3:8])[CH:14]=[CH:13][C:12]([N:15]=[C:16]2[NH:18][C:6](=[O:5])[CH2:7][S:17]2)=[CH:11][CH:10]=1, predict the reactants needed to synthesize it. The reactants are: BrCC([O:5][CH2:6][CH3:7])=O.[CH3:8][C:9]1[CH:14]=[CH:13][C:12]([NH:15][C:16]([NH2:18])=[S:17])=[CH:11][CH:10]=1.C([O-])(=O)C.[Na+]. (10) Given the product [C:7]([N:9]=[C:10]([N:23]1[CH2:28][CH2:27][N:26]([C:29]([NH:30][C:31]2[CH:36]=[CH:35][CH:34]=[C:33]([F:37])[CH:32]=2)=[O:38])[CH2:25][CH:24]1[CH:39]([CH3:41])[CH3:40])[NH:11][C:12]1[CH:21]=[CH:20][CH:19]=[C:18]2[C:13]=1[CH:14]=[CH:15][C:16]([NH:47][CH2:46][CH2:45][N:44]([CH2:48][CH3:49])[CH2:42][CH3:43])=[N:17]2)#[N:8], predict the reactants needed to synthesize it. The reactants are: CN(C)C(Cl)=O.[C:7]([N:9]=[C:10]([N:23]1[CH2:28][CH2:27][N:26]([C:29](=[O:38])[NH:30][C:31]2[CH:36]=[CH:35][CH:34]=[C:33]([F:37])[CH:32]=2)[CH2:25][CH:24]1[CH:39]([CH3:41])[CH3:40])[NH:11][C:12]1[CH:21]=[CH:20][CH:19]=[C:18]2[C:13]=1[CH:14]=[CH:15][CH:16]=[N+:17]2[O-])#[N:8].[CH2:42]([N:44]([CH2:48][CH3:49])[CH2:45][CH2:46][NH2:47])[CH3:43].